Predict the reactants needed to synthesize the given product. From a dataset of Retrosynthesis with 50K atom-mapped reactions and 10 reaction types from USPTO. The reactants are: CCN1CCCC[C@H]1C(=O)N1CCN(C(c2ccccc2)c2ccccc2)CC1. Given the product CCN1CCCC[C@H]1CN1CCN(C(c2ccccc2)c2ccccc2)CC1, predict the reactants needed to synthesize it.